From a dataset of Forward reaction prediction with 1.9M reactions from USPTO patents (1976-2016). Predict the product of the given reaction. (1) Given the reactants [C:1]1([C:7]2[C:11]([C:12]([F:15])([F:14])[F:13])=[C:10]([C:16]([OH:18])=O)[O:9][N:8]=2)[CH:6]=[CH:5][CH:4]=[CH:3][CH:2]=1.[F:19]C1N=C(F)N=C(F)N=1, predict the reaction product. The product is: [C:1]1([C:7]2[C:11]([C:12]([F:15])([F:14])[F:13])=[C:10]([C:16]([F:19])=[O:18])[O:9][N:8]=2)[CH:6]=[CH:5][CH:4]=[CH:3][CH:2]=1. (2) Given the reactants [OH:1][C:2]1[C:9]([CH3:10])=[C:8]([O:11][CH2:12][CH2:13][CH3:14])[CH:7]=[CH:6][C:3]=1[CH:4]=[O:5].Br[CH2:16][CH2:17][O:18][Si:19]([C:22]([CH3:25])([CH3:24])[CH3:23])([CH3:21])[CH3:20], predict the reaction product. The product is: [C:22]([Si:19]([CH3:21])([CH3:20])[O:18][CH2:17][CH2:16][O:1][C:2]1[C:9]([CH3:10])=[C:8]([O:11][CH2:12][CH2:13][CH3:14])[CH:7]=[CH:6][C:3]=1[CH:4]=[O:5])([CH3:25])([CH3:24])[CH3:23]. (3) Given the reactants [OH-].[Na+].[C:3](=[O:10])([O:5][C:6]([CH3:9])([CH3:8])[CH3:7])[NH2:4].Cl[O:12]C(C)(C)C.[CH:17]([C:19]1[CH:28]=[CH:27][C:26]2[C:21](=[CH:22][CH:23]=[CH:24][CH:25]=2)[CH:20]=1)=[CH2:18], predict the reaction product. The product is: [C:6]([O:5][C:3](=[O:10])[NH:4][C@H:17]([C:19]1[CH:28]=[CH:27][C:26]2[C:21](=[CH:22][CH:23]=[CH:24][CH:25]=2)[CH:20]=1)[CH2:18][OH:12])([CH3:9])([CH3:8])[CH3:7]. (4) Given the reactants C(OC(=O)[NH:7][C@@H:8]1[CH2:12][CH2:11][N:10]([C:13]2[N:21]=[C:20]3[C:16]([N:17]=[CH:18][N:19]3[C@@H:22]3[CH2:26][C@H:25]([N:27]4[CH:31]=[C:30]([CH2:32][CH3:33])[CH:29]=[N:28]4)[C@@H:24]([OH:34])[C@H:23]3[OH:35])=[C:15]([NH:36][CH2:37][CH:38]([C:45]3[CH:50]=[CH:49][CH:48]=[CH:47][CH:46]=3)[C:39]3[CH:44]=[CH:43][CH:42]=[CH:41][CH:40]=3)[N:14]=2)[CH2:9]1)(C)(C)C.Cl, predict the reaction product. The product is: [NH2:7][C@@H:8]1[CH2:12][CH2:11][N:10]([C:13]2[N:21]=[C:20]3[C:16]([N:17]=[CH:18][N:19]3[C@@H:22]3[CH2:26][C@H:25]([N:27]4[CH:31]=[C:30]([CH2:32][CH3:33])[CH:29]=[N:28]4)[C@@H:24]([OH:34])[C@H:23]3[OH:35])=[C:15]([NH:36][CH2:37][CH:38]([C:45]3[CH:46]=[CH:47][CH:48]=[CH:49][CH:50]=3)[C:39]3[CH:40]=[CH:41][CH:42]=[CH:43][CH:44]=3)[N:14]=2)[CH2:9]1.